From a dataset of Forward reaction prediction with 1.9M reactions from USPTO patents (1976-2016). Predict the product of the given reaction. (1) The product is: [CH:1]([C:4]1[C:8]([CH2:9][CH2:10][CH2:11][O:12][C:24]2[C:29]([O:30][CH3:31])=[CH:28][CH:27]=[CH:26][C:25]=2[CH2:32][C:33]([O:35][CH3:36])=[O:34])=[CH:7][N:6]([C:13]2[CH:18]=[CH:17][CH:16]=[C:15]([C:19]([F:21])([F:20])[F:22])[N:14]=2)[N:5]=1)([CH3:3])[CH3:2]. Given the reactants [CH:1]([C:4]1[C:8]([CH2:9][CH2:10][CH2:11][OH:12])=[CH:7][N:6]([C:13]2[CH:18]=[CH:17][CH:16]=[C:15]([C:19]([F:22])([F:21])[F:20])[N:14]=2)[N:5]=1)([CH3:3])[CH3:2].O[C:24]1[C:29]([O:30][CH3:31])=[CH:28][CH:27]=[CH:26][C:25]=1[CH2:32][C:33]([O:35][CH3:36])=[O:34].C(P(CCCC)CCCC)CCC.N(C(N1CCCCC1)=O)=NC(N1CCCCC1)=O, predict the reaction product. (2) Given the reactants Cl.[CH3:2][O:3][C:4]1[CH:10]=[C:9]([O:11][CH3:12])[CH:8]=[CH:7][C:5]=1[NH2:6].N1C=CC=CC=1.[F:19][C:20]([F:31])([F:30])[C:21](O[C:21](=[O:22])[C:20]([F:31])([F:30])[F:19])=[O:22], predict the reaction product. The product is: [CH3:2][O:3][C:4]1[CH:10]=[C:9]([O:11][CH3:12])[CH:8]=[CH:7][C:5]=1[NH:6][C:21](=[O:22])[C:20]([F:31])([F:30])[F:19]. (3) The product is: [CH3:1][O:2][C:3](=[O:15])[C:4]1[C:5](=[C:10]([O:14][CH2:24][C:19]2[CH:18]=[C:17]([Cl:16])[CH:22]=[C:21]([Cl:23])[CH:20]=2)[CH:11]=[CH:12][CH:13]=1)[C:6]([O:8][CH3:9])=[O:7]. Given the reactants [CH3:1][O:2][C:3](=[O:15])[C:4]1[C:5](=[C:10]([OH:14])[CH:11]=[CH:12][CH:13]=1)[C:6]([O:8][CH3:9])=[O:7].[Cl:16][C:17]1[CH:18]=[C:19]([CH2:24]O)[CH:20]=[C:21]([Cl:23])[CH:22]=1.C1(P(C2C=CC=CC=2)C2C=CC=CC=2)C=CC=CC=1.N(C(OC(C)C)=O)=NC(OC(C)C)=O, predict the reaction product. (4) Given the reactants [CH3:1][O:2][C:3](=[O:35])[C@@H:4]([N:11]1[C:15](=[O:16])[C:14]2([CH2:21][CH2:20][N:19](C(OC(C)(C)C)=O)[CH2:18][CH2:17]2)[N:13]([C:29]2[CH:34]=[CH:33][CH:32]=[CH:31][CH:30]=2)[CH2:12]1)[C:5]1[CH:10]=[CH:9][CH:8]=[CH:7][CH:6]=1.Cl, predict the reaction product. The product is: [O:16]=[C:15]1[C:14]2([CH2:17][CH2:18][NH:19][CH2:20][CH2:21]2)[N:13]([C:29]2[CH:34]=[CH:33][CH:32]=[CH:31][CH:30]=2)[CH2:12][N:11]1[C@@H:4]([C:5]1[CH:6]=[CH:7][CH:8]=[CH:9][CH:10]=1)[C:3]([O:2][CH3:1])=[O:35]. (5) Given the reactants [OH:1][C:2]1[C:7]([O:8][CH3:9])=[C:6]([O:10][CH3:11])[N:5](CC2C=CC(OC)=CC=2)[C:4](=[O:21])[C:3]=1[C:22]([NH:24][C:25]1[CH:30]=[CH:29][CH:28]=[CH:27][C:26]=1[C:31]1[CH:36]=[CH:35][C:34]([C:37]([F:40])([F:39])[F:38])=[CH:33][CH:32]=1)=[O:23], predict the reaction product. The product is: [OH:1][C:2]1[C:7]([O:8][CH3:9])=[C:6]([O:10][CH3:11])[NH:5][C:4](=[O:21])[C:3]=1[C:22]([NH:24][C:25]1[CH:30]=[CH:29][CH:28]=[CH:27][C:26]=1[C:31]1[CH:32]=[CH:33][C:34]([C:37]([F:40])([F:38])[F:39])=[CH:35][CH:36]=1)=[O:23].